Dataset: Volume of distribution at steady state (VDss) regression data from Lombardo et al.. Task: Regression/Classification. Given a drug SMILES string, predict its absorption, distribution, metabolism, or excretion properties. Task type varies by dataset: regression for continuous measurements (e.g., permeability, clearance, half-life) or binary classification for categorical outcomes (e.g., BBB penetration, CYP inhibition). For this dataset (vdss_lombardo), we predict log10(VDss) (log10 of volume of distribution in L/kg). (1) The molecule is CS(=O)(=O)OCCCCOS(C)(=O)=O. The log10(VDss) is -0.260. (2) The drug is C[NH2+]CCCC12CCC(c3ccccc31)c1ccccc12. The log10(VDss) is 1.65. (3) The compound is Cn1nnc(-c2ccc(-c3ccc(N4C[C@H](CO)OC4=O)cc3F)cn2)n1. The log10(VDss) is -0.0400.